This data is from Forward reaction prediction with 1.9M reactions from USPTO patents (1976-2016). The task is: Predict the product of the given reaction. (1) Given the reactants [F:1][C:2]1[CH:26]=[CH:25][C:5]([CH2:6][O:7][CH2:8][C:9]([NH:11][CH2:12][C:13]#[C:14][C:15]2[CH:20]=[CH:19][C:18]([S:21](=[O:24])(=[O:23])[NH2:22])=[CH:17][CH:16]=2)=[O:10])=[CH:4][CH:3]=1.NC1C=CC(CCCNC(=O)COCC2C=CC(F)=CC=2)=CC=1, predict the reaction product. The product is: [F:1][C:2]1[CH:26]=[CH:25][C:5]([CH2:6][O:7][CH2:8][C:9]([NH:11][CH2:12][CH2:13][CH2:14][C:15]2[CH:20]=[CH:19][C:18]([S:21](=[O:24])(=[O:23])[NH2:22])=[CH:17][CH:16]=2)=[O:10])=[CH:4][CH:3]=1. (2) Given the reactants [NH2:1][C:2]1[CH:10]=[CH:9][CH:8]=[C:7]([Cl:11])[C:3]=1[C:4]([OH:6])=O.[N:12]1C=CC=CC=1.[F:18][C:19]([F:30])([F:29])[C:20](O[C:20](=O)[C:19]([F:30])([F:29])[F:18])=O, predict the reaction product. The product is: [Cl:11][C:7]1[CH:8]=[CH:9][CH:10]=[C:2]2[C:3]=1[C:4](=[O:6])[NH:12][C:20]([C:19]([F:30])([F:29])[F:18])=[N:1]2.